This data is from Reaction yield outcomes from USPTO patents with 853,638 reactions. The task is: Predict the reaction yield, written as a fraction of the theoretical maximum amount of product (1.0 means a 100% yield; for example, 0.34 means a 34% yield). (1) The reactants are FC(F)(F)C1C=C(NC(=O)NC2C=CC(C3SC(CCC(O)=O)=NC=3)=CC=2)C=CC=1.[CH3:31][C:32]([CH3:62])([CH2:37][CH2:38][C:39]1[S:40][C:41]([C:44]2[CH:49]=[CH:48][C:47]([NH:50][C:51]([NH:53][CH2:54][CH2:55][N:56]3[CH2:61][CH2:60][CH2:59][CH2:58][CH2:57]3)=[O:52])=[CH:46][CH:45]=2)=[CH:42][N:43]=1)[C:33]([O:35]C)=[O:34]. No catalyst specified. The product is [CH3:31][C:32]([CH3:62])([CH2:37][CH2:38][C:39]1[S:40][C:41]([C:44]2[CH:45]=[CH:46][C:47]([NH:50][C:51]([NH:53][CH2:54][CH2:55][N:56]3[CH2:61][CH2:60][CH2:59][CH2:58][CH2:57]3)=[O:52])=[CH:48][CH:49]=2)=[CH:42][N:43]=1)[C:33]([OH:35])=[O:34]. The yield is 0.410. (2) The reactants are [NH2:1][C:2]1[CH:10]=[C:6]([C:7]([OH:9])=[O:8])[C:5]([OH:11])=[CH:4][CH:3]=1.[CH3:12][O:13][C:14]1[CH:21]=[CH:20][C:17]([CH2:18]Cl)=[CH:16][CH:15]=1. No catalyst specified. The product is [CH3:12][O:13][C:14]1[CH:21]=[CH:20][C:17]([CH2:18][NH:1][C:2]2[CH:10]=[C:6]([C:7]([OH:9])=[O:8])[C:5]([OH:11])=[CH:4][CH:3]=2)=[CH:16][CH:15]=1. The yield is 0.500.